Dataset: Peptide-MHC class I binding affinity with 185,985 pairs from IEDB/IMGT. Task: Regression. Given a peptide amino acid sequence and an MHC pseudo amino acid sequence, predict their binding affinity value. This is MHC class I binding data. The peptide sequence is FTARIIIFS. The MHC is HLA-A25:01 with pseudo-sequence HLA-A25:01. The binding affinity (normalized) is 0.0847.